Dataset: Forward reaction prediction with 1.9M reactions from USPTO patents (1976-2016). Task: Predict the product of the given reaction. (1) Given the reactants [CH3:1][CH:2]([CH3:30])[CH:3]([NH:20][C:21]1[CH:29]=[CH:28][C:24]([C:25](O)=[O:26])=[CH:23][CH:22]=1)[C:4]1[CH:9]=[CH:8][C:7]([N:10]2[CH:18]=[C:17]3[C:12]([CH2:13][CH2:14][CH2:15][CH2:16]3)=[N:11]2)=[CH:6][C:5]=1[CH3:19].[NH:31]1[CH2:36][CH2:35][CH2:34][C@@H:33]([C:37]([O:39][CH2:40][CH3:41])=[O:38])[CH2:32]1.Cl.CN(C)CCCN=C=NCC.ON1C2C=CC=CC=2N=N1.C(N(CC)C(C)C)(C)C, predict the reaction product. The product is: [CH3:1][CH:2]([CH3:30])[CH:3]([NH:20][C:21]1[CH:22]=[CH:23][C:24]([C:25]([N:31]2[CH2:36][CH2:35][CH2:34][C@@H:33]([C:37]([O:39][CH2:40][CH3:41])=[O:38])[CH2:32]2)=[O:26])=[CH:28][CH:29]=1)[C:4]1[CH:9]=[CH:8][C:7]([N:10]2[CH:18]=[C:17]3[C:12]([CH2:13][CH2:14][CH2:15][CH2:16]3)=[N:11]2)=[CH:6][C:5]=1[CH3:19]. (2) Given the reactants CC(N[CH:5]1[CH:10]([CH:11](O)[CH:12](O)CO)[O:9][C:8]([O:20]P(OC[C@H]2O[C@@H](N3C(=O)N=C(N)C=C3)[C@H](O)[C@@H]2O)([O-])=O)(C(O)=O)[CH2:7][CH:6]1O)=O.[Na+].C1[N:48](CCS(O)(=O)=O)CCOC1, predict the reaction product. The product is: [NH2:48][C:6]1[CH:5]=[CH:10][CH:11]=[CH:12][C:7]=1[C:8]([OH:9])=[O:20]. (3) Given the reactants C([O:3][C:4](=[O:22])[C@@H:5]([O:20][CH3:21])[CH2:6][C:7]1[CH:12]=[CH:11][C:10]([O:13][C:14]([C:17]([OH:19])=O)([CH3:16])[CH3:15])=[CH:9][CH:8]=1)C.[Cl:23][C:24]1[CH:29]=[C:28]([Cl:30])[CH:27]=[CH:26][C:25]=1[CH2:31][CH2:32][NH2:33].[CH2:34](O[C@@H](CC1C=CC(O[C@@H](C(=O)NCCC2C=CC(OC3C=CC=CC=3)=CC=2)C)=CC=1)C(O)=O)C, predict the reaction product. The product is: [Cl:23][C:24]1[CH:29]=[C:28]([Cl:30])[CH:27]=[CH:26][C:25]=1[CH2:31][CH2:32][NH:33][C:17]([C:14]([CH3:15])([O:13][C:10]1[CH:9]=[CH:8][C:7]([CH2:6][C@H:5]([O:20][CH2:21][CH3:34])[C:4]([OH:3])=[O:22])=[CH:12][CH:11]=1)[CH3:16])=[O:19]. (4) Given the reactants [F:1][C:2]1[CH:3]=[C:4]([S:8]([NH:11][C:12]2[CH:13]=[C:14]3[C:18](=[CH:19][CH:20]=2)[NH:17][N:16]=[C:15]3[C:21](O)=[O:22])(=[O:10])=[O:9])[CH:5]=[CH:6][CH:7]=1.CN(C(ON1N=NC2C=CC=NC1=2)=[N+](C)C)C.F[P-](F)(F)(F)(F)F.C(N(C(C)C)CC)(C)C.[NH2:57][C:58]1[CH:63]=[CH:62][CH:61]=[CH:60][CH:59]=1, predict the reaction product. The product is: [C:58]1([NH:57][C:21]([C:15]2[C:14]3[C:18](=[CH:19][CH:20]=[C:12]([NH:11][S:8]([C:4]4[CH:5]=[CH:6][CH:7]=[C:2]([F:1])[CH:3]=4)(=[O:9])=[O:10])[CH:13]=3)[NH:17][N:16]=2)=[O:22])[CH:63]=[CH:62][CH:61]=[CH:60][CH:59]=1. (5) Given the reactants [C:1]([C:4]1[C:5]([O:23][CH2:24][CH3:25])=[C:6]([CH:12]([NH:15][C:16](=[O:22])[O:17][C:18](C)(C)C)CO)[C:7]([F:11])=[C:8]([Cl:10])[CH:9]=1)(=[O:3])[CH3:2].C(Cl)(Cl)=O, predict the reaction product. The product is: [C:1]([C:4]1[C:5]([O:23][CH2:24][CH3:25])=[C:6]([CH:12]2[CH2:18][O:17][C:16](=[O:22])[NH:15]2)[C:7]([F:11])=[C:8]([Cl:10])[CH:9]=1)(=[O:3])[CH3:2]. (6) Given the reactants [CH3:1][C:2]1[CH:3]=[C:4]([NH:9][CH2:10][CH2:11][C:12]2[CH:17]=[CH:16][C:15]([C:18]([F:21])([F:20])[F:19])=[CH:14][CH:13]=2)[CH:5]=[CH:6][C:7]=1[CH3:8].[C:22]([C:30](O)=[O:31])(=[O:29])[C:23]1[CH:28]=[CH:27][CH:26]=[CH:25][CH:24]=1.Cl.CN(C)CCCN=C=NCC.ON1C2C=CC=CC=2N=N1.C(N(C(C)C)C(C)C)C, predict the reaction product. The product is: [CH3:1][C:2]1[CH:3]=[C:4]([N:9]([CH2:10][CH2:11][C:12]2[CH:17]=[CH:16][C:15]([C:18]([F:20])([F:19])[F:21])=[CH:14][CH:13]=2)[C:30](=[O:31])[C:22](=[O:29])[C:23]2[CH:28]=[CH:27][CH:26]=[CH:25][CH:24]=2)[CH:5]=[CH:6][C:7]=1[CH3:8].